This data is from Forward reaction prediction with 1.9M reactions from USPTO patents (1976-2016). The task is: Predict the product of the given reaction. (1) Given the reactants [C:1]([O:5][C:6]([N:8]1[CH2:13][C@H:12]([C:14](=[O:34])[N:15]([CH:31]2[CH2:33][CH2:32]2)[CH2:16][C:17]2[C:25]3[C:20](=[CH:21][CH:22]=[CH:23][CH:24]=3)[N:19]([CH2:26][CH2:27][CH2:28][O:29][CH3:30])[CH:18]=2)[CH2:11][C@H:10]([NH2:35])[CH2:9]1)=[O:7])([CH3:4])([CH3:3])[CH3:2].N1C=CC=CC=1.[N+:42]([C:45]1[CH:50]=[CH:49][CH:48]=[CH:47][C:46]=1[S:51](Cl)(=[O:53])=[O:52])([O-:44])=[O:43], predict the reaction product. The product is: [C:1]([O:5][C:6]([N:8]1[CH2:9][C@@H:10]([NH:35][S:51]([C:46]2[CH:47]=[CH:48][CH:49]=[CH:50][C:45]=2[N+:42]([O-:44])=[O:43])(=[O:52])=[O:53])[CH2:11][C@@H:12]([C:14](=[O:34])[N:15]([CH:31]2[CH2:33][CH2:32]2)[CH2:16][C:17]2[C:25]3[C:20](=[CH:21][CH:22]=[CH:23][CH:24]=3)[N:19]([CH2:26][CH2:27][CH2:28][O:29][CH3:30])[CH:18]=2)[CH2:13]1)=[O:7])([CH3:4])([CH3:2])[CH3:3]. (2) The product is: [CH3:11][S:12]([O:1][C:2]1[CH:10]=[CH:9][CH:8]=[CH:7][C:3]=1[CH2:4][CH2:5][O:6][S:12]([CH3:11])(=[O:14])=[O:13])(=[O:14])=[O:13]. Given the reactants [OH:1][C:2]1[CH:10]=[CH:9][CH:8]=[CH:7][C:3]=1[CH2:4][CH2:5][OH:6].[CH3:11][S:12](Cl)(=[O:14])=[O:13].C(N(CC)CC)C, predict the reaction product. (3) The product is: [NH2:12][C:5]1[N:4]=[C:3]([NH2:19])[C:2]([Cl:1])=[CH:11][C:6]=1[C:7]([O:9][CH3:10])=[O:8]. Given the reactants [Cl:1][C:2]1[C:3]([NH:19]C(=O)C(C)(C)C)=[N:4][C:5]([NH:12]C(=O)C(C)(C)C)=[C:6]([CH:11]=1)[C:7]([O:9][CH3:10])=[O:8].CC(C)([O-])C.[K+], predict the reaction product. (4) Given the reactants [OH:1][C:2]([C:16]([F:19])([F:18])[F:17])([CH2:5][C:6]([C:10]1[CH:15]=[CH:14][CH:13]=[CH:12][CH:11]=1)=[CH:7][CH2:8][CH3:9])[CH:3]=O.[NH2:20][C:21]1[CH:30]=[CH:29][CH:28]=[C:27]2[C:22]=1[CH:23]=[CH:24][C:25](=[O:31])[NH:26]2.O, predict the reaction product. The product is: [OH:1][C:2]([C:16]([F:17])([F:18])[F:19])([CH2:5][C:6]([C:10]1[CH:11]=[CH:12][CH:13]=[CH:14][CH:15]=1)=[CH:7][CH2:8][CH3:9])[CH2:3][N:20]=[C:21]1[CH:30]=[CH:29][CH:28]=[C:27]2[C:22]1=[CH:23][CH2:24][C:25](=[O:31])[NH:26]2. (5) Given the reactants [OH-].[Na+].Cl[CH2:4][C@H:5]([OH:15])[CH2:6][C:7]1[CH:12]=[CH:11][C:10]([Cl:13])=[C:9]([Cl:14])[CH:8]=1.S(O)(O[CH2:20][CH2:21][NH2:22])(=O)=O.C1(C)C=CC=CC=1, predict the reaction product. The product is: [Cl:14][C:9]1[CH:8]=[C:7]([CH:12]=[CH:11][C:10]=1[Cl:13])[CH2:6][C@H:5]1[O:15][CH2:20][CH2:21][NH:22][CH2:4]1. (6) Given the reactants [CH3:1]/[C:2](/[C:13]1[O:14][CH:15]=[CH:16][CH:17]=1)=[CH:3]\[CH2:4][CH2:5][CH2:6][CH2:7][CH2:8][CH2:9][CH2:10][CH2:11][CH3:12].C/C(/C1OC=CC=1)=C/CCCCCCCCC.C=C(C1OC=CC=1)CCCCCCCCCC, predict the reaction product. The product is: [CH3:1][CH:2]([C:13]1[O:14][CH:15]=[CH:16][CH:17]=1)[CH2:3][CH2:4][CH2:5][CH2:6][CH2:7][CH2:8][CH2:9][CH2:10][CH2:11][CH3:12]. (7) Given the reactants Cl.Cl.[CH2:3]([O:5][C:6](=[O:28])[CH2:7][C:8]1[CH:9]=[N:10][CH:11]=[C:12]([C:14]2[CH:19]=[CH:18][C:17]([C:20]([F:23])([F:22])[F:21])=[CH:16][C:15]=2[CH2:24][NH:25][CH2:26][CH3:27])[CH:13]=1)[CH3:4].[C:29]([OH:39])(=O)[CH2:30][CH2:31][C:32]1[CH:37]=[CH:36][CH:35]=[CH:34][CH:33]=1, predict the reaction product. The product is: [CH2:3]([O:5][C:6](=[O:28])[CH2:7][C:8]1[CH:9]=[N:10][CH:11]=[C:12]([C:14]2[CH:19]=[CH:18][C:17]([C:20]([F:22])([F:21])[F:23])=[CH:16][C:15]=2[CH2:24][N:25]([CH2:26][CH3:27])[C:29](=[O:39])[CH2:30][CH2:31][C:32]2[CH:33]=[CH:34][CH:35]=[CH:36][CH:37]=2)[CH:13]=1)[CH3:4]. (8) Given the reactants [Br:1]Br.[F:3][C:4]1[CH:9]=[C:8]([F:10])[CH:7]=[CH:6][C:5]=1[C:11](=[O:13])[CH3:12].C(Cl)Cl, predict the reaction product. The product is: [Br:1][CH2:12][C:11]([C:5]1[CH:6]=[CH:7][C:8]([F:10])=[CH:9][C:4]=1[F:3])=[O:13]. (9) Given the reactants [CH3:1][N:2]([CH3:23])[C:3]1[CH:12]=[C:11]([C:13](OCC2C=CC=CC=2)=[O:14])[CH:10]=[CH:9][C:4]=1[C:5]([O:7][CH3:8])=[O:6].C(N(CC)CC)C.ClC(OCC)=O.[BH4-].[Na+], predict the reaction product. The product is: [CH3:23][N:2]([CH3:1])[C:3]1[CH:12]=[C:11]([CH2:13][OH:14])[CH:10]=[CH:9][C:4]=1[C:5]([O:7][CH3:8])=[O:6].